Predict the reaction yield, written as a fraction of the theoretical maximum amount of product (1.0 means a 100% yield; for example, 0.34 means a 34% yield). From a dataset of Reaction yield outcomes from USPTO patents with 853,638 reactions. (1) The reactants are Br[C:2]1[CH:11]=[CH:10][C:5]2[C:6](=[O:9])[O:7][CH2:8][C:4]=2[C:3]=1[CH2:12][CH2:13][CH3:14].[CH2:15]([Sn](CCCC)(CCCC)CCCC)[CH:16]=[CH2:17].[Cl-].[Li+]. The catalyst is CCOC(C)=O. The product is [CH2:17]([C:2]1[CH:11]=[CH:10][C:5]2[C:6](=[O:9])[O:7][CH2:8][C:4]=2[C:3]=1[CH2:12][CH2:13][CH3:14])[CH:16]=[CH2:15]. The yield is 0.440. (2) The reactants are [F:1][C:2]1[CH:7]=[C:6]([S:8]([N:11]2[CH2:16][CH2:15][N:14]([CH3:17])[CH2:13][CH2:12]2)(=[O:10])=[O:9])[CH:5]=[CH:4][C:3]=1N.N([O-])=O.[Na+].[BrH:23]. The catalyst is O. The product is [Br:23][C:3]1[CH:4]=[CH:5][C:6]([S:8]([N:11]2[CH2:16][CH2:15][N:14]([CH3:17])[CH2:13][CH2:12]2)(=[O:10])=[O:9])=[CH:7][C:2]=1[F:1]. The yield is 0.480.